Task: Predict the reaction yield, written as a fraction of the theoretical maximum amount of product (1.0 means a 100% yield; for example, 0.34 means a 34% yield).. Dataset: Reaction yield outcomes from USPTO patents with 853,638 reactions (1) The reactants are [Br:1][CH2:2][CH2:3][CH2:4][CH2:5][CH2:6][C:7]1[CH:12]=[CH:11][C:10]([C:13]2[CH:18]=[CH:17][CH:16]=[CH:15][CH:14]=2)=[CH:9][CH:8]=1.[N:19]1[CH:24]=[CH:23][C:22]([CH3:25])=[CH:21][C:20]=1[CH3:26]. No catalyst specified. The product is [Br-:1].[C:10]1([C:13]2[CH:18]=[CH:17][CH:16]=[CH:15][CH:14]=2)[CH:11]=[CH:12][C:7]([CH2:6][CH2:5][CH2:4][CH2:3][CH2:2][N+:19]2[CH:24]=[CH:23][C:22]([CH3:25])=[CH:21][C:20]=2[CH3:26])=[CH:8][CH:9]=1. The yield is 0.770. (2) The reactants are Br[C:2]1[CH:7]=[C:6]([Cl:8])[CH:5]=[CH:4][C:3]=1[O:9][CH3:10].[CH2:11]=[CH:12][C:13]1[CH:18]=[CH:17][CH:16]=[CH:15][CH:14]=1.C(N(CC)CC)C.C1(P(C2C=CC=CC=2)C2C=CC=CC=2)C=CC=CC=1. The catalyst is C(#N)C.C([O-])(=O)C.[Pd+2].C([O-])(=O)C. The product is [Cl:8][C:6]1[CH:5]=[CH:4][C:3]([O:9][CH3:10])=[C:2]([CH:7]=1)[CH:11]=[CH:12][C:13]1[CH:18]=[CH:17][CH:16]=[CH:15][CH:14]=1. The yield is 0.356. (3) The reactants are [C:1]([O:5][C:6]([N:8]1[CH2:12][CH2:11][CH2:10][CH:9]1[C:13]1[N:14]([CH2:19][O:20][CH2:21][CH2:22][Si:23]([CH3:26])([CH3:25])[CH3:24])[CH:15]=[C:16](Br)[N:17]=1)=[O:7])([CH3:4])([CH3:3])[CH3:2].[Li]C(C)(C)C.[C:32](=[O:34])=[O:33]. The catalyst is C1COCC1. The product is [C:1]([O:5][C:6]([N:8]1[CH2:12][CH2:11][CH2:10][CH:9]1[C:13]1[N:14]([CH2:19][O:20][CH2:21][CH2:22][Si:23]([CH3:26])([CH3:25])[CH3:24])[CH:15]=[C:16]([C:32]([OH:34])=[O:33])[N:17]=1)=[O:7])([CH3:4])([CH3:3])[CH3:2]. The yield is 0.220. (4) The reactants are [C:1](Cl)(=O)[CH2:2][CH2:3][CH2:4][CH2:5][CH2:6][CH2:7][CH2:8][CH2:9][CH2:10][CH2:11][CH2:12][CH2:13][CH2:14]CC.CC1[O:25][CH:24]([CH3:26])[O:23][CH:22]([CH3:27])O1.[Cl:28]CCl. The catalyst is C(#N)C.[Cl-].[Zn+2].[Cl-]. The product is [C:24]([O:23][CH:22]([Cl:28])[CH3:27])(=[O:25])[CH2:26][CH2:14][CH2:13][CH2:12][CH2:11][CH2:10][CH2:9][CH2:8][CH2:7][CH2:6][CH2:5][CH2:4][CH2:3][CH2:2][CH3:1]. The yield is 0.400.